From a dataset of Catalyst prediction with 721,799 reactions and 888 catalyst types from USPTO. Predict which catalyst facilitates the given reaction. (1) Reactant: [Br:1][C:2]1[CH:3]=[CH:4][C:5]([F:10])=[C:6]([CH:9]=1)[CH:7]=[O:8].C[Mg]Br. Product: [Br:1][C:2]1[CH:3]=[CH:4][C:5]([F:10])=[C:6]([CH2:7][OH:8])[CH:9]=1. The catalyst class is: 775. (2) Reactant: [CH2:1]([O:8][C:9]([N:11]1[CH2:15][C@H:14]([O:16][CH3:17])[CH2:13][C@H:12]1[C:18]#[N:19])=[O:10])[C:2]1[CH:7]=[CH:6][CH:5]=[CH:4][CH:3]=1.Cl.[NH2:21][OH:22].C(N(CC)CC)C. Product: [CH2:1]([O:8][C:9]([N:11]1[CH2:15][C@H:14]([O:16][CH3:17])[CH2:13][C@H:12]1[C:18]([NH2:19])=[N:21][OH:22])=[O:10])[C:2]1[CH:7]=[CH:6][CH:5]=[CH:4][CH:3]=1. The catalyst class is: 8.